Dataset: Forward reaction prediction with 1.9M reactions from USPTO patents (1976-2016). Task: Predict the product of the given reaction. (1) Given the reactants [Mg].[C:2](=[O:4])=[O:3].Cl[C:6]([C:9]1[CH:14]=[CH:13][C:12]([C:15](=[O:20])[CH2:16][CH2:17][CH2:18][Cl:19])=[CH:11][CH:10]=1)([CH3:8])[CH3:7].Cl, predict the reaction product. The product is: [Cl:19][CH2:18][CH2:17][CH2:16][C:15]([C:12]1[CH:11]=[CH:10][C:9]([C:6]([CH3:8])([CH3:7])[C:2]([OH:4])=[O:3])=[CH:14][CH:13]=1)=[O:20]. (2) Given the reactants C([Li])CCC.[F:6][C:7]1[C:12]([CH3:13])=[C:11](I)[CH:10]=[CH:9][N:8]=1.[O:15]=[C:16]([CH2:21][CH3:22])[C:17]([O:19][CH3:20])=[O:18].O.C1COCC1, predict the reaction product. The product is: [F:6][C:7]1[C:12]([CH3:13])=[C:11]([C:16]([OH:15])([CH2:21][CH3:22])[C:17]([O:19][CH3:20])=[O:18])[CH:10]=[CH:9][N:8]=1. (3) Given the reactants [CH3:1][NH:2][CH2:3][CH2:4][CH:5]([OH:12])[C:6]1[CH:11]=[CH:10][CH:9]=[CH:8][CH:7]=1.Cl, predict the reaction product. The product is: [CH3:1][NH:2][CH2:3][CH2:4][CH:5]([O:12][C:8]1[CH:9]=[CH:10][CH:11]=[C:6]([CH3:5])[CH:7]=1)[C:6]1[CH:7]=[CH:8][CH:9]=[CH:10][CH:11]=1. (4) Given the reactants [Cl:1][C:2]1[N:6]([CH3:7])[N:5]=[CH:4][C:3]=1/[CH:8]=[N:9]/[S@:10]([C:12]([CH3:15])([CH3:14])[CH3:13])=[O:11].[CH3:16][Mg]Br.[Cl-].[NH4+], predict the reaction product. The product is: [Cl:1][C:2]1[N:6]([CH3:7])[N:5]=[CH:4][C:3]=1[C@H:8]([NH:9][S@:10]([C:12]([CH3:15])([CH3:14])[CH3:13])=[O:11])[CH3:16]. (5) Given the reactants [C:1]([O:4][C:5]1[C:6]([C:11]#[CH:12])=[N:7][CH:8]=[CH:9][CH:10]=1)(=[O:3])[CH3:2], predict the reaction product. The product is: [C:1]([O:4][C:5]1[C:6]([CH2:11][CH3:12])=[N:7][CH:8]=[CH:9][CH:10]=1)(=[O:3])[CH3:2]. (6) The product is: [CH2:1]([S:3][C:4]1[N:8]2[C:9]([C:35]3[C:36]4[C:31](=[CH:30][CH:29]=[CH:28][CH:27]=4)[CH:32]=[CH:33][CH:34]=3)=[CH:10][CH:11]=[CH:12][C:7]2=[CH:6][N:5]=1)[CH3:2]. Given the reactants [CH2:1]([S:3][C:4]1[N:8]2[C:9]([Sn](CCCC)(CCCC)CCCC)=[CH:10][CH:11]=[CH:12][C:7]2=[CH:6][N:5]=1)[CH3:2].Br[C:27]1[C:36]2[C:31](=[CH:32][CH:33]=[CH:34][CH:35]=2)[CH:30]=[CH:29][CH:28]=1.C(P(C(C)(C)C)C(C)(C)C)(C)(C)C.[F-].[Cs+], predict the reaction product. (7) The product is: [F:1][C:2]1[C:3]([OH:10])=[C:4]([CH2:11][C:18]#[N:15])[CH:5]=[CH:6][CH:7]=1. Given the reactants [F:1][C:2]1[C:7](CO)=[CH:6][CH:5]=[CH:4][C:3]=1[OH:10].[C-:11]#N.[Na+].C[N:15]([CH3:18])C=O, predict the reaction product. (8) Given the reactants [C:1](Cl)(=[O:3])[CH3:2].[CH3:5][O:6][C:7]([N:9]1[C:17]2[C:12](=[CH:13][CH:14]=[CH:15][CH:16]=2)[CH2:11][CH2:10]1)=[O:8].[Cl-].[Al+3].[Cl-].[Cl-], predict the reaction product. The product is: [CH3:5][O:6][C:7]([N:9]1[C:17]2[C:12](=[CH:13][C:14]([C:1](=[O:3])[CH3:2])=[CH:15][CH:16]=2)[CH2:11][CH2:10]1)=[O:8]. (9) Given the reactants [OH:1][C:2]1[CH:11]=[C:10]2[C:5]([C:6]([O:12][C:13]3[C:14]([CH3:23])=[N:15][C:16]4[C:21]([CH:22]=3)=[CH:20][CH:19]=[CH:18][N:17]=4)=[CH:7][CH:8]=[N:9]2)=[CH:4][C:3]=1[O:24][CH3:25].C(=O)([O-])[O-].[K+].[K+].Br[CH2:33][CH2:34]Cl.[NH:36]1[CH2:41][CH2:40][CH2:39][CH2:38][CH2:37]1, predict the reaction product. The product is: [CH3:25][O:24][C:3]1[CH:4]=[C:5]2[C:10](=[CH:11][C:2]=1[O:1][CH2:40][CH2:41][N:36]1[CH2:34][CH2:33][CH2:39][CH2:38][CH2:37]1)[N:9]=[CH:8][CH:7]=[C:6]2[O:12][C:13]1[C:14]([CH3:23])=[N:15][C:16]2[C:21]([CH:22]=1)=[CH:20][CH:19]=[CH:18][N:17]=2.